Predict the reactants needed to synthesize the given product. From a dataset of Full USPTO retrosynthesis dataset with 1.9M reactions from patents (1976-2016). (1) Given the product [Br:13][CH:8]1[CH2:9][CH2:10][CH2:11][CH:6]([C:1]([O:3][CH2:4][CH3:5])=[O:2])[C:7]1=[O:12], predict the reactants needed to synthesize it. The reactants are: [C:1]([CH:6]1[CH2:11][CH2:10][CH2:9][CH2:8][C:7]1=[O:12])([O:3][CH2:4][CH3:5])=[O:2].[Br:13]Br. (2) Given the product [CH3:1][O:2][C:3]1[CH:4]=[C:5]([CH2:20][C:21]([O:23][C:36]2[C:37]([F:46])=[C:38]([F:45])[C:39]([F:44])=[C:40]([F:43])[C:41]=2[F:42])=[O:22])[CH:6]=[CH:7][C:8]=1[NH:9][C:10]([NH:12][C:13]1[CH:18]=[CH:17][CH:16]=[CH:15][C:14]=1[CH3:19])=[O:11], predict the reactants needed to synthesize it. The reactants are: [CH3:1][O:2][C:3]1[CH:4]=[C:5]([CH2:20][C:21]([OH:23])=[O:22])[CH:6]=[CH:7][C:8]=1[NH:9][C:10]([NH:12][C:13]1[CH:18]=[CH:17][CH:16]=[CH:15][C:14]=1[CH3:19])=[O:11].CCN(CC)CC.FC(F)(F)C(O[C:36]1[C:41]([F:42])=[C:40]([F:43])[C:39]([F:44])=[C:38]([F:45])[C:37]=1[F:46])=O.O. (3) Given the product [CH:1]1([C:4]2[N:8]([C:9]3[CH:14]=[CH:13][CH:12]=[CH:11][C:10]=3[F:15])[N:7]=[N:6][C:5]=2[C:16]2[O:18][N:23]=[C:22]([C:21]3[CH:26]=[C:27]([F:30])[CH:28]=[CH:29][C:20]=3[F:19])[N:24]=2)[CH2:2][CH2:3]1, predict the reactants needed to synthesize it. The reactants are: [CH:1]1([C:4]2[N:8]([C:9]3[CH:14]=[CH:13][CH:12]=[CH:11][C:10]=3[F:15])[N:7]=[N:6][C:5]=2[C:16]([OH:18])=O)[CH2:3][CH2:2]1.[F:19][C:20]1[CH:29]=[CH:28][C:27]([F:30])=[CH:26][C:21]=1[C:22](=[N:24]O)[NH2:23]. (4) Given the product [CH3:20][C@@H:16]1[NH:15][C:13](=[O:14])[C:7]2=[C:6]3[C:11](=[CH:10][CH:9]=[CH:8]2)[CH:12]2[CH2:1][CH2:2][CH2:3][CH:4]2[N:5]3[C:17]1=[O:18], predict the reactants needed to synthesize it. The reactants are: [CH2:1]1[CH:12]2[CH:4]([NH:5][C:6]3[C:7]([C:13]([NH:15][C@@H:16]([CH3:20])[C:17](O)=[O:18])=[O:14])=[CH:8][CH:9]=[CH:10][C:11]=32)[CH2:3][CH2:2]1. (5) Given the product [CH:1]1([NH:7][C:8]([NH:10][CH2:11][C:12]2[N:20]=[C:19]3[C:15]([N:16]=[CH:17][N:18]3[C@@H:21]3[O:25][C@H:24]([C:26]([NH:28][CH2:29][CH3:30])=[O:27])[C@@H:23]([OH:31])[C@H:22]3[OH:32])=[C:14]([NH:33][CH2:34][CH:35]([C:36]3[CH:41]=[CH:40][CH:39]=[CH:38][CH:37]=3)[C:42]3[CH:43]=[CH:44][CH:45]=[CH:46][CH:47]=3)[N:13]=2)=[O:9])[CH2:6][CH2:5][CH2:4][CH2:3][CH2:2]1, predict the reactants needed to synthesize it. The reactants are: [CH:1]1([N:7]=[C:8]=[O:9])[CH2:6][CH2:5][CH2:4][CH2:3][CH2:2]1.[NH2:10][CH2:11][C:12]1[N:20]=[C:19]2[C:15]([N:16]=[CH:17][N:18]2[C@@H:21]2[O:25][C@H:24]([C:26]([NH:28][CH2:29][CH3:30])=[O:27])[C@@H:23]([OH:31])[C@H:22]2[OH:32])=[C:14]([NH:33][CH2:34][CH:35]([C:42]2[CH:47]=[CH:46][CH:45]=[CH:44][CH:43]=2)[C:36]2[CH:41]=[CH:40][CH:39]=[CH:38][CH:37]=2)[N:13]=1. (6) Given the product [Cl:50][C:47]1[CH:48]=[CH:49][C:44]([C:42]2[C:41]3[C:51]([CH3:55])=[C:52]([CH3:54])[S:53][C:40]=3[N:39]3[C:56]([CH3:59])=[N:57][N:58]=[C:38]3[C@H:37]([CH2:36][C:33]([N:15]3[CH2:14][C:13]4([CH2:12][O:65][CH2:64]4)[CH2:10]3)=[O:34])[N:43]=2)=[CH:45][CH:46]=1, predict the reactants needed to synthesize it. The reactants are: CN(C(ON1N=NC2[CH:12]=[CH:13][CH:14]=[N:15][C:10]1=2)=[N+](C)C)C.F[P-](F)(F)(F)(F)F.C(N(CC)CC)C.Cl.[C:33]([CH2:36][C@@H:37]1[N:43]=[C:42]([C:44]2[CH:49]=[CH:48][C:47]([Cl:50])=[CH:46][CH:45]=2)[C:41]2[C:51]([CH3:55])=[C:52]([CH3:54])[S:53][C:40]=2[N:39]2[C:56]([CH3:59])=[NH+:57][N:58]=[C:38]12)(O)=[O:34].O.CN([CH:64]=[O:65])C. (7) Given the product [OH:27][C@H:22]1[CH2:23][CH2:24][CH2:25][CH2:26][C@@H:21]1[N:11]1[C:10](=[O:28])[C:9]2[C:14](=[C:15]3[CH:20]=[CH:19][N:18]=[CH:17][C:16]3=[C:7]([CH2:6][C:5]3[CH:29]=[CH:30][C:2]([N:31]4[CH2:36][CH2:35][O:34][CH2:33][CH2:32]4)=[CH:3][CH:4]=3)[CH:8]=2)[N:13]=[CH:12]1, predict the reactants needed to synthesize it. The reactants are: Br[C:2]1[CH:30]=[CH:29][C:5]([CH2:6][C:7]2[CH:8]=[C:9]3[C:14](=[C:15]4[CH:20]=[CH:19][N:18]=[CH:17][C:16]=24)[N:13]=[CH:12][N:11]([C@H:21]2[CH2:26][CH2:25][CH2:24][CH2:23][C@@H:22]2[OH:27])[C:10]3=[O:28])=[CH:4][CH:3]=1.[NH:31]1[CH2:36][CH2:35][O:34][CH2:33][CH2:32]1.CC(C)([O-])C.[K+]. (8) Given the product [CH3:14][C:12]1([CH3:15])[CH2:11][O:10][C:9]([CH2:8][CH2:7][C:6]2[CH:5]=[CH:4][S:3][CH:2]=2)=[N:13]1, predict the reactants needed to synthesize it. The reactants are: Br[C:2]1[S:3][C:4]([Sn](C)(C)C)=[CH:5][C:6]=1[CH2:7][CH2:8][C:9]1[O:10][CH2:11][C:12]([CH3:15])([CH3:14])[N:13]=1.C1(P(C2C=CC=CC=2)C2C=CC=CC=2)C=CC=CC=1. (9) Given the product [Cl:30][C:13]1[C:14](=[O:16])[O:15][C:10]([CH2:9][CH2:8][C:6]2[CH:7]=[C:2]([Cl:1])[C:3]([O:25][CH3:26])=[CH:4][C:5]=2[O:23][CH3:24])([CH:18]2[CH2:22][CH2:21][CH2:20][CH2:19]2)[CH2:11][C:12]=1[OH:17], predict the reactants needed to synthesize it. The reactants are: [Cl:1][C:2]1[C:3]([O:25][CH3:26])=[CH:4][C:5]([O:23][CH3:24])=[C:6]([CH2:8][CH2:9][C:10]2([CH:18]3[CH2:22][CH2:21][CH2:20][CH2:19]3)[O:15][C:14](=[O:16])[CH2:13][C:12](=[O:17])[CH2:11]2)[CH:7]=1.S(Cl)([Cl:30])(=O)=O.